Dataset: NCI-60 drug combinations with 297,098 pairs across 59 cell lines. Task: Regression. Given two drug SMILES strings and cell line genomic features, predict the synergy score measuring deviation from expected non-interaction effect. (1) Drug 1: CC1=C(C=C(C=C1)NC(=O)C2=CC=C(C=C2)CN3CCN(CC3)C)NC4=NC=CC(=N4)C5=CN=CC=C5. Drug 2: CC(C)NC(=O)C1=CC=C(C=C1)CNNC.Cl. Cell line: 786-0. Synergy scores: CSS=7.75, Synergy_ZIP=-3.14, Synergy_Bliss=-1.23, Synergy_Loewe=-0.974, Synergy_HSA=-0.159. (2) Drug 1: C1C(C(OC1N2C=NC3=C(N=C(N=C32)Cl)N)CO)O. Drug 2: CCCCC(=O)OCC(=O)C1(CC(C2=C(C1)C(=C3C(=C2O)C(=O)C4=C(C3=O)C=CC=C4OC)O)OC5CC(C(C(O5)C)O)NC(=O)C(F)(F)F)O. Cell line: RXF 393. Synergy scores: CSS=31.5, Synergy_ZIP=-0.545, Synergy_Bliss=0.126, Synergy_Loewe=-6.95, Synergy_HSA=-0.588. (3) Drug 1: CCC1(CC2CC(C3=C(CCN(C2)C1)C4=CC=CC=C4N3)(C5=C(C=C6C(=C5)C78CCN9C7C(C=CC9)(C(C(C8N6C=O)(C(=O)OC)O)OC(=O)C)CC)OC)C(=O)OC)O.OS(=O)(=O)O. Drug 2: C(=O)(N)NO. Cell line: EKVX. Synergy scores: CSS=0.258, Synergy_ZIP=1.92, Synergy_Bliss=2.27, Synergy_Loewe=-2.41, Synergy_HSA=-1.23. (4) Drug 1: CC1=C2C(C(=O)C3(C(CC4C(C3C(C(C2(C)C)(CC1OC(=O)C(C(C5=CC=CC=C5)NC(=O)C6=CC=CC=C6)O)O)OC(=O)C7=CC=CC=C7)(CO4)OC(=O)C)O)C)OC(=O)C. Drug 2: B(C(CC(C)C)NC(=O)C(CC1=CC=CC=C1)NC(=O)C2=NC=CN=C2)(O)O. Cell line: SK-MEL-5. Synergy scores: CSS=63.5, Synergy_ZIP=0.189, Synergy_Bliss=-2.01, Synergy_Loewe=-7.43, Synergy_HSA=1.60. (5) Drug 1: CCC1(CC2CC(C3=C(CCN(C2)C1)C4=CC=CC=C4N3)(C5=C(C=C6C(=C5)C78CCN9C7C(C=CC9)(C(C(C8N6C=O)(C(=O)OC)O)OC(=O)C)CC)OC)C(=O)OC)O.OS(=O)(=O)O. Drug 2: C1=NNC2=C1C(=O)NC=N2. Cell line: OVCAR-8. Synergy scores: CSS=-3.27, Synergy_ZIP=1.11, Synergy_Bliss=0.00712, Synergy_Loewe=-2.77, Synergy_HSA=-2.73. (6) Drug 1: CC1CCC2CC(C(=CC=CC=CC(CC(C(=O)C(C(C(=CC(C(=O)CC(OC(=O)C3CCCCN3C(=O)C(=O)C1(O2)O)C(C)CC4CCC(C(C4)OC)OCCO)C)C)O)OC)C)C)C)OC. Drug 2: C(CN)CNCCSP(=O)(O)O. Cell line: MDA-MB-231. Synergy scores: CSS=10.1, Synergy_ZIP=-1.63, Synergy_Bliss=0.524, Synergy_Loewe=-30.3, Synergy_HSA=-0.915.